Dataset: Retrosynthesis with 50K atom-mapped reactions and 10 reaction types from USPTO. Task: Predict the reactants needed to synthesize the given product. Given the product CCOC(=O)N(CC(=O)OC(C)(C)C)C(=O)c1c(OCC(F)(F)F)ccc2c(C(F)(F)F)c(OC)ccc12, predict the reactants needed to synthesize it. The reactants are: CC(C)(C)OC(=O)CBr.CCOC(=O)NC(=O)c1c(OCC(F)(F)F)ccc2c(C(F)(F)F)c(OC)ccc12.